Dataset: Reaction yield outcomes from USPTO patents with 853,638 reactions. Task: Predict the reaction yield, written as a fraction of the theoretical maximum amount of product (1.0 means a 100% yield; for example, 0.34 means a 34% yield). (1) No catalyst specified. The product is [NH:11]1[CH:13]=[CH:2][C:1]([C:4]2[CH:9]=[CH:8][N:7]=[CH:6][CH:5]=2)=[N:19]1. The yield is 0.460. The reactants are [C:1]([C:4]1[CH:9]=[CH:8][N:7]=[CH:6][CH:5]=1)(=O)[CH3:2].C[N:11]([CH:13](OC)OC)C.O.[NH2:19]N. (2) The reactants are [CH3:1][O:2][C:3]1[CH:8]=[CH:7][C:6](/[CH:9]=[CH:10]/[CH2:11][C:12]([OH:14])=O)=[CH:5][CH:4]=1.F[B-](F)(F)F.[N:20]1([O:29][C:30](N(C)C)=[N+](C)C)[C:24]2C=CC=CC=2N=N1.CCN(CC)CC. The catalyst is CN(C=O)C.O. The product is [CH3:30][O:29][N:20]([CH3:24])[C:12](=[O:14])[CH2:11]/[CH:10]=[CH:9]/[C:6]1[CH:5]=[CH:4][C:3]([O:2][CH3:1])=[CH:8][CH:7]=1. The yield is 0.296.